This data is from Forward reaction prediction with 1.9M reactions from USPTO patents (1976-2016). The task is: Predict the product of the given reaction. (1) The product is: [Br:16][C:6]1[C:5]2[C:10](=[CH:11][C:2]([NH:1][C:21]([NH:20][CH3:19])=[O:22])=[CH:3][CH:4]=2)[C:9](=[O:12])[N:8]([CH:13]([CH3:14])[CH3:15])[N:7]=1. Given the reactants [NH2:1][C:2]1[CH:11]=[C:10]2[C:5]([C:6]([Br:16])=[N:7][N:8]([CH:13]([CH3:15])[CH3:14])[C:9]2=[O:12])=[CH:4][CH:3]=1.[H-].[Na+].[CH3:19][N:20]=[C:21]=[O:22], predict the reaction product. (2) Given the reactants [CH2:1]([C:5]1[N:6]=[C:7]([CH3:27])[NH:8][C:9](=[O:26])[C:10]=1[CH2:11][C:12]1[CH:17]=[CH:16][C:15]([C:18]2[C:19]([C:24]#[N:25])=[CH:20][CH:21]=[CH:22][CH:23]=2)=[CH:14][CH:13]=1)[CH2:2][CH2:3][CH3:4].[CH:28]1[C:37]2[C:32](=[CH:33][CH:34]=[CH:35][CH:36]=2)[CH:31]=[CH:30][C:29]=1B(O)O.C(N(CC)CC)C.N1C=CC=CC=1, predict the reaction product. The product is: [CH2:1]([C:5]1[N:6]=[C:7]([CH3:27])[N:8]([C:30]2[CH:29]=[CH:28][C:37]3[C:32](=[CH:33][CH:34]=[CH:35][CH:36]=3)[CH:31]=2)[C:9](=[O:26])[C:10]=1[CH2:11][C:12]1[CH:17]=[CH:16][C:15]([C:18]2[C:19]([C:24]#[N:25])=[CH:20][CH:21]=[CH:22][CH:23]=2)=[CH:14][CH:13]=1)[CH2:2][CH2:3][CH3:4]. (3) Given the reactants [F:8][C:7]([F:10])([F:9])[C:6](O[C:6](=[O:11])[C:7]([F:10])([F:9])[F:8])=[O:11].[CH2:14]1[C:20]2[CH:21]=[CH:22][CH:23]=[CH:24][C:19]=2[CH2:18][CH2:17][NH:16][CH2:15]1, predict the reaction product. The product is: [F:10][C:7]([F:8])([F:9])[C:6]([N:16]1[CH2:15][CH2:14][C:20]2[CH:21]=[CH:22][CH:23]=[CH:24][C:19]=2[CH2:18][CH2:17]1)=[O:11]. (4) Given the reactants [OH:1][C@H:2]([CH2:15][NH:16][C:17]1[CH:22]=[CH:21][C:20]([N:23]2[CH2:28][CH2:27][O:26][CH2:25][C:24]2=[O:29])=[CH:19][CH:18]=1)[CH2:3][N:4]1[C:12](=[O:13])[C:11]2[C:6](=[CH:7][CH:8]=[CH:9][CH:10]=2)[C:5]1=[O:14].[C:30](=O)([O-])[O-:31].[K+].[K+].C(N1C=CN=C1)(N1C=CN=C1)=O.O1CCCC1, predict the reaction product. The product is: [O:31]=[C:30]1[N:16]([C:17]2[CH:22]=[CH:21][C:20]([N:23]3[CH2:28][CH2:27][O:26][CH2:25][C:24]3=[O:29])=[CH:19][CH:18]=2)[CH2:15][C@H:2]([CH2:3][N:4]2[C:12](=[O:13])[C:11]3[C:6](=[CH:7][CH:8]=[CH:9][CH:10]=3)[C:5]2=[O:14])[O:1]1. (5) Given the reactants [OH:1][C:2]1[CH:11]=[CH:10][C:9]2[C:4](=[CH:5][CH:6]=[CH:7][CH:8]=2)[C:3]=1[C:12]([OH:14])=O.[NH2:15][C:16]1[CH:23]=[CH:22][C:19]([C:20]#[N:21])=[CH:18][C:17]=1[O:24][C:25]([F:28])([F:27])[F:26], predict the reaction product. The product is: [C:20]([C:19]1[CH:22]=[CH:23][C:16]([NH:15][C:12]([C:3]2[C:4]3[C:9](=[CH:8][CH:7]=[CH:6][CH:5]=3)[CH:10]=[CH:11][C:2]=2[OH:1])=[O:14])=[C:17]([O:24][C:25]([F:26])([F:27])[F:28])[CH:18]=1)#[N:21]. (6) Given the reactants [CH:1]1([C:4]([N:6]2[CH2:10][CH2:9][C@@H:8]([CH2:11][NH:12][C:13]3[C:14]([NH2:19])=[CH:15][CH:16]=[CH:17][CH:18]=3)[CH2:7]2)=[O:5])[CH2:3][CH2:2]1.[S:20]1[C:24]2[CH:25]=[C:26]([C:29]3[CH:36]=[CH:35][C:32]([CH:33]=O)=[CH:31][CH:30]=3)[CH:27]=[CH:28][C:23]=2[N:22]=[CH:21]1.OOS([O-])=O.[K+], predict the reaction product. The product is: [CH:1]1([C:4]([N:6]2[CH2:10][CH2:9][C@@H:8]([CH2:11][N:12]3[C:13]4[CH:18]=[CH:17][CH:16]=[CH:15][C:14]=4[N:19]=[C:33]3[C:32]3[CH:31]=[CH:30][C:29]([C:26]4[CH:27]=[CH:28][C:23]5[N:22]=[CH:21][S:20][C:24]=5[CH:25]=4)=[CH:36][CH:35]=3)[CH2:7]2)=[O:5])[CH2:3][CH2:2]1. (7) Given the reactants [Cl:1][C:2]1[CH:3]=[C:4]2[C:8](=[CH:9][CH:10]=1)[NH:7][CH:6]=[C:5]2[CH2:11][CH2:12][NH:13][C:14](=[O:23])[C:15]1[CH:20]=[CH:19][CH:18]=[C:17]([CH2:21]Cl)[CH:16]=1.[CH3:24][O:25][C:26]1[CH:31]=[CH:30][CH:29]=[CH:28][C:27]=1B(O)O.C(=O)([O-])[O-].[Na+].[Na+].[I-].[Na+], predict the reaction product. The product is: [Cl:1][C:2]1[CH:3]=[C:4]2[C:8](=[CH:9][CH:10]=1)[NH:7][CH:6]=[C:5]2[CH2:11][CH2:12][NH:13][C:14](=[O:23])[C:15]1[CH:20]=[CH:19][CH:18]=[C:17]([CH2:21][C:27]2[CH:28]=[CH:29][CH:30]=[CH:31][C:26]=2[O:25][CH3:24])[CH:16]=1. (8) Given the reactants [CH2:1]([C:3]1[CH2:4][CH:5]2[CH:8]([CH:9]=1)[C:7](=[C:10]([C:18]([O:20][C:21]([CH3:24])([CH3:23])[CH3:22])=[O:19])[C:11]([O:13][C:14]([CH3:17])([CH3:16])[CH3:15])=[O:12])[CH2:6]2)[CH3:2].[C-:25]#[N:26].[Na+], predict the reaction product. The product is: [C:25]([C:7]1([CH:10]([C:18]([O:20][C:21]([CH3:23])([CH3:22])[CH3:24])=[O:19])[C:11]([O:13][C:14]([CH3:17])([CH3:15])[CH3:16])=[O:12])[CH2:6][CH:5]2[CH:8]1[CH:9]=[C:3]([CH2:1][CH3:2])[CH2:4]2)#[N:26].